Dataset: Forward reaction prediction with 1.9M reactions from USPTO patents (1976-2016). Task: Predict the product of the given reaction. (1) Given the reactants C(O[C:6]([N:8](C)[C:9]1[N:14]=[C:13]([CH2:15][CH2:16][CH2:17][C:18]2[N:23]=[CH:22][C:21]([CH2:24][C@@H:25]([C:37]([O:39]C(C)(C)C)=[O:38])[NH:26][C:27]([C:29]3[C:34]([Cl:35])=[CH:33][CH:32]=[CH:31][C:30]=3[Cl:36])=[O:28])=[CH:20][CH:19]=2)[CH:12]=[CH:11][CH:10]=1)=O)(C)(C)C, predict the reaction product. The product is: [Cl:35][C:34]1[CH:33]=[CH:32][CH:31]=[C:30]([Cl:36])[C:29]=1[C:27]([NH:26][C@H:25]([C:37]([OH:39])=[O:38])[CH2:24][C:21]1[CH:22]=[N:23][C:18]([CH2:17][CH2:16][CH2:15][C:13]2[CH:12]=[CH:11][CH:10]=[C:9]([NH:8][CH3:6])[N:14]=2)=[CH:19][CH:20]=1)=[O:28]. (2) Given the reactants [CH2:1]([N:4]1[CH2:7][CH:6]([C:8]2[CH:13]=[CH:12][C:11]([NH2:14])=[CH:10][CH:9]=2)[CH2:5]1)[CH2:2][CH3:3].[F:15][CH2:16][C@@H:17]([C:19]1[CH:24]=[CH:23][C:22]([S:25](Cl)(=[O:27])=[O:26])=[CH:21][CH:20]=1)[CH3:18], predict the reaction product. The product is: [F:15][CH2:16][C@@H:17]([C:19]1[CH:24]=[CH:23][C:22]([S:25]([NH:14][C:11]2[CH:10]=[CH:9][C:8]([CH:6]3[CH2:5][N:4]([CH2:1][CH2:2][CH3:3])[CH2:7]3)=[CH:13][CH:12]=2)(=[O:27])=[O:26])=[CH:21][CH:20]=1)[CH3:18]. (3) Given the reactants Br[C:2]1[CH:7]=[CH:6][CH:5]=[CH:4][C:3]=1[S:8][CH3:9].COC1C=CC=C(OC)C=1C1C=CC=CC=1P(C1CCCCC1)C1CCCCC1.CC(C)([O-])C.[Na+].[NH2:45][C:46]1[CH:51]=[CH:50][CH:49]=[CH:48][CH:47]=1, predict the reaction product. The product is: [CH3:9][S:8][C:3]1[CH:4]=[CH:5][CH:6]=[CH:7][C:2]=1[NH:45][C:46]1[CH:51]=[CH:50][CH:49]=[CH:48][CH:47]=1. (4) The product is: [O:1]([CH2:8][C@@H:9]1[CH2:13][CH2:11][N:10]1[C:14]([O:16][C:17]([CH3:18])([CH3:19])[CH3:20])=[O:15])[C:2]1[CH:3]=[CH:4][CH:5]=[CH:6][CH:7]=1. Given the reactants [O:1]([CH2:8][C@@H:9]1[CH2:13]C[CH2:11][N:10]1[C:14]([O:16][C:17]([CH3:20])([CH3:19])[CH3:18])=[O:15])[C:2]1[CH:7]=[CH:6][CH:5]=[CH:4][CH:3]=1.CC1C=CC(S(OC[C@@H]2CCN2C(OC(C)(C)C)=O)(=O)=O)=CC=1, predict the reaction product. (5) The product is: [O:35]=[C:32]1[CH2:33][CH2:34][CH:29]([C:26]2[CH:25]=[CH:24][C:23]([O:22][CH2:21][CH2:20][CH2:19][N:7]3[CH2:12][CH2:11][CH2:10][CH2:9][CH2:8]3)=[CH:28][CH:27]=2)[CH2:30][CH2:31]1. Given the reactants C(=O)([O-])[O-].[K+].[K+].[NH:7]1[CH2:12][CH2:11][CH2:10][CH2:9][CH2:8]1.CN(C)C=O.Cl[CH2:19][CH2:20][CH2:21][O:22][C:23]1[CH:28]=[CH:27][C:26]([CH:29]2[CH2:34][CH2:33][C:32](=[O:35])[CH2:31][CH2:30]2)=[CH:25][CH:24]=1, predict the reaction product.